Task: Predict the reactants needed to synthesize the given product.. Dataset: Full USPTO retrosynthesis dataset with 1.9M reactions from patents (1976-2016) Given the product [CH3:1][O:2][C:3]([C@H:5]1[CH2:8][C@H:7]([OH:9])[CH2:6]1)=[O:4], predict the reactants needed to synthesize it. The reactants are: [CH3:1][O:2][C:3]([C@H:5]1[CH2:8][C@H:7]([O:9]CC2C=CC=CC=2)[CH2:6]1)=[O:4].